This data is from Full USPTO retrosynthesis dataset with 1.9M reactions from patents (1976-2016). The task is: Predict the reactants needed to synthesize the given product. (1) Given the product [N:33]1([CH2:25][C:24]2[CH:27]=[CH:28][C:21]([CH:13]3[NH:12][C:7]4[C:6]5[C:5](=[N:4][NH:3][C:2](=[O:1])[C:11]=5[CH:10]=[CH:9][CH:8]=4)[CH:14]3[C:15]3[CH:20]=[CH:19][CH:18]=[CH:17][CH:16]=3)=[CH:22][CH:23]=2)[CH2:36][CH2:35][CH2:34]1, predict the reactants needed to synthesize it. The reactants are: [O:1]=[C:2]1[C:11]2[CH:10]=[CH:9][CH:8]=[C:7]3[NH:12][CH:13]([C:21]4[CH:28]=[CH:27][C:24]([CH:25]=O)=[CH:23][CH:22]=4)[CH:14]([C:15]4[CH:20]=[CH:19][CH:18]=[CH:17][CH:16]=4)[C:5]([C:6]=23)=[N:4][NH:3]1.C(O)(=O)C.[NH:33]1[CH2:36][CH2:35][CH2:34]1.C(O[BH-](OC(=O)C)OC(=O)C)(=O)C.[Na+]. (2) Given the product [CH2:1]([N:8]([CH2:24][C:25]1[CH:26]=[CH:27][C:28]([C:31]2[CH:36]=[CH:35][C:34]([O:37][CH2:40][C:41]#[N:42])=[C:33]([Br:38])[CH:32]=2)=[CH:29][CH:30]=1)[C:9]([C:11]1[C:15]2[CH:16]=[CH:17][CH:18]=[CH:19][C:14]=2[O:13][C:12]=1[CH2:20][CH2:21][CH2:22][CH3:23])=[O:10])[C:2]1[CH:7]=[CH:6][CH:5]=[CH:4][CH:3]=1, predict the reactants needed to synthesize it. The reactants are: [CH2:1]([N:8]([CH2:24][C:25]1[CH:30]=[CH:29][C:28]([C:31]2[CH:36]=[CH:35][C:34]([OH:37])=[C:33]([Br:38])[CH:32]=2)=[CH:27][CH:26]=1)[C:9]([C:11]1[C:15]2[CH:16]=[CH:17][CH:18]=[CH:19][C:14]=2[O:13][C:12]=1[CH2:20][CH2:21][CH2:22][CH3:23])=[O:10])[C:2]1[CH:7]=[CH:6][CH:5]=[CH:4][CH:3]=1.Br[CH2:40][C:41]#[N:42].C(=O)([O-])[O-].[K+].[K+]. (3) Given the product [CH2:43]([O:42][C@H:30]1[C@H:29]([O:50][CH2:51][C:52]2[CH:53]=[CH:54][CH:55]=[CH:56][CH:57]=2)[C@@H:9]([O:8][CH2:1][C:2]2[CH:3]=[CH:4][CH:5]=[CH:6][CH:7]=2)[CH:10]([C:12]2[CH:17]=[CH:16][C:15]([Cl:18])=[C:14]([CH2:19][C:20]3[CH:21]=[CH:22][C:23]([O:26][CH2:27][CH3:28])=[CH:24][CH:25]=3)[CH:13]=2)[NH:60][CH:31]1[CH2:32][O:33][CH2:34][C:35]1[CH:36]=[CH:37][CH:38]=[CH:39][CH:40]=1)[C:44]1[CH:45]=[CH:46][CH:47]=[CH:48][CH:49]=1, predict the reactants needed to synthesize it. The reactants are: [CH2:1]([O:8][C@H:9]([C@@H:29]([O:50][CH2:51][C:52]1[CH:57]=[CH:56][CH:55]=[CH:54][CH:53]=1)[C@H:30]([O:42][CH2:43][C:44]1[CH:49]=[CH:48][CH:47]=[CH:46][CH:45]=1)[C:31](=O)[CH2:32][O:33][CH2:34][C:35]1[CH:40]=[CH:39][CH:38]=[CH:37][CH:36]=1)[C:10]([C:12]1[CH:17]=[CH:16][C:15]([Cl:18])=[C:14]([CH2:19][C:20]2[CH:25]=[CH:24][C:23]([O:26][CH2:27][CH3:28])=[CH:22][CH:21]=2)[CH:13]=1)=O)[C:2]1[CH:7]=[CH:6][CH:5]=[CH:4][CH:3]=1.N.C([BH3-])#[N:60].[Na+].